Dataset: Forward reaction prediction with 1.9M reactions from USPTO patents (1976-2016). Task: Predict the product of the given reaction. (1) Given the reactants C([O:8][C:9]1[C:14]2[N:15]([CH2:19][C:20]3[CH:29]=[CH:28][C:27]4[C:22](=[CH:23][CH:24]=[CH:25][CH:26]=4)[CH:21]=3)[C:16]([CH3:18])=[N:17][C:13]=2[CH:12]=[CH:11][CH:10]=1)C1C=CC=CC=1, predict the reaction product. The product is: [CH3:18][CH:16]1[NH:17][C:13]2[CH:12]=[CH:11][CH:10]=[C:9]([OH:8])[C:14]=2[N:15]1[CH2:19][C:20]1[CH:29]=[CH:28][C:27]2[C:22](=[CH:23][CH:24]=[CH:25][CH:26]=2)[CH:21]=1. (2) Given the reactants [NH2:1][C:2]1[C:7]2=[C:8]([C:17]3[CH:18]=[C:19]([CH:29]=[CH:30][CH:31]=3)[C:20]([NH:22][C:23]3[CH:28]=[CH:27][CH:26]=[CH:25][CH:24]=3)=[O:21])[CH:9]=[C:10]([CH:11]3[CH2:16][CH2:15][NH:14][CH2:13][CH2:12]3)[N:6]2[N:5]=[CH:4][N:3]=1.[CH3:32][N:33]([CH3:38])[CH2:34][C:35](O)=[O:36], predict the reaction product. The product is: [NH2:1][C:2]1[C:7]2=[C:8]([C:17]3[CH:18]=[C:19]([CH:29]=[CH:30][CH:31]=3)[C:20]([NH:22][C:23]3[CH:24]=[CH:25][CH:26]=[CH:27][CH:28]=3)=[O:21])[CH:9]=[C:10]([CH:11]3[CH2:12][CH2:13][N:14]([C:35](=[O:36])[CH2:34][N:33]([CH3:38])[CH3:32])[CH2:15][CH2:16]3)[N:6]2[N:5]=[CH:4][N:3]=1.